From a dataset of Catalyst prediction with 721,799 reactions and 888 catalyst types from USPTO. Predict which catalyst facilitates the given reaction. (1) Reactant: [NH:1]1[CH:5]=[CH:4][N:3]=[N:2]1.[C:6]1([CH:12]2[C:15]3([CH2:17][O:16]3)[O:14][CH2:13]2)[CH:11]=[CH:10][CH:9]=[CH:8][CH:7]=1. Product: [OH:16][CH2:17][C:15]1([N:2]2[N:3]=[CH:4][CH:5]=[N:1]2)[CH:12]([C:6]2[CH:11]=[CH:10][CH:9]=[CH:8][CH:7]=2)[CH2:13][O:14]1. The catalyst class is: 2. (2) Reactant: Cl[C:2]([O:4][CH3:5])=[O:3].CCN(C(C)C)C(C)C.[Cl:15][C:16]1[CH:21]=[CH:20][CH:19]=[C:18]([Cl:22])[C:17]=1[C:23]1[S:24][C:25]2[C:26]([NH2:33])=[N:27][CH:28]=[C:29]([F:32])[C:30]=2[N:31]=1. Product: [CH3:5][O:4][C:2](=[O:3])[NH:33][C:26]1[C:25]2[S:24][C:23]([C:17]3[C:18]([Cl:22])=[CH:19][CH:20]=[CH:21][C:16]=3[Cl:15])=[N:31][C:30]=2[C:29]([F:32])=[CH:28][N:27]=1. The catalyst class is: 1. (3) Reactant: [Sn](Cl)Cl.[C:4]([C:8]1[CH:13]=[CH:12][C:11]([C:14]2[C:22]3[C:17](=[CH:18][CH:19]=[C:20]([N+:23]([O-])=O)[CH:21]=3)[N:16]([CH2:26][C:27]3[CH:32]=[CH:31][CH:30]=[C:29]([O:33][CH3:34])[CH:28]=3)[C:15]=2[C:35]([O:37][CH2:38][CH3:39])=[O:36])=[CH:10][CH:9]=1)([CH3:7])([CH3:6])[CH3:5].Cl.[OH-].[Na+]. Product: [NH2:23][C:20]1[CH:21]=[C:22]2[C:17](=[CH:18][CH:19]=1)[N:16]([CH2:26][C:27]1[CH:32]=[CH:31][CH:30]=[C:29]([O:33][CH3:34])[CH:28]=1)[C:15]([C:35]([O:37][CH2:38][CH3:39])=[O:36])=[C:14]2[C:11]1[CH:10]=[CH:9][C:8]([C:4]([CH3:5])([CH3:7])[CH3:6])=[CH:13][CH:12]=1. The catalyst class is: 14. (4) Reactant: [CH3:1][O:2][C:3]1[N:8]=[C:7]([O:9][CH3:10])[C:6]([C:11]2[CH:20]=[C:19]3[C:14]([C:15](Cl)=[C:16]([C:21]([NH2:23])=[O:22])[CH:17]=[N:18]3)=[CH:13][CH:12]=2)=[CH:5][N:4]=1.[NH2:25][C:26]1[CH:27]=[C:28]([C:38]([OH:40])=[O:39])[CH:29]=[C:30]([C:32]2[CH:37]=[CH:36][CH:35]=[CH:34][CH:33]=2)[CH:31]=1. Product: [NH2:23][C:21]([C:16]1[CH:17]=[N:18][C:19]2[C:14]([C:15]=1[NH:25][C:26]1[CH:27]=[C:28]([C:38]([OH:40])=[O:39])[CH:29]=[C:30]([C:32]3[CH:37]=[CH:36][CH:35]=[CH:34][CH:33]=3)[CH:31]=1)=[CH:13][CH:12]=[C:11]([C:6]1[C:7]([O:9][CH3:10])=[N:8][C:3]([O:2][CH3:1])=[N:4][CH:5]=1)[CH:20]=2)=[O:22]. The catalyst class is: 15. (5) Reactant: [CH:1]1([S:6][C:7]2[CH:8]=[C:9]([CH:15]=[CH:16][CH:17]=2)[CH2:10][O:11][CH2:12][CH2:13][OH:14])[CH2:5][CH2:4][CH2:3][CH2:2]1.C([OH:20])C. Product: [CH:1]1([S:6]([C:7]2[CH:8]=[C:9]([CH:15]=[CH:16][CH:17]=2)[CH2:10][O:11][CH2:12][CH2:13][OH:14])=[O:20])[CH2:5][CH2:4][CH2:3][CH2:2]1. The catalyst class is: 6. (6) Reactant: [C:1]1([S:7]([N:10]2[C:18]3[C:13](=[CH:14][C:15](Br)=[CH:16][CH:17]=3)[CH:12]=[C:11]2[C:20]2[CH:25]=[CH:24][CH:23]=[CH:22][CH:21]=2)(=[O:9])=[O:8])[CH:6]=[CH:5][CH:4]=[CH:3][CH:2]=1.C([Li])CCC.CN(C)[CH:33]=[O:34].[Cl-].[NH4+]. Product: [C:1]1([S:7]([N:10]2[C:18]3[C:13](=[CH:14][C:15]([CH:33]=[O:34])=[CH:16][CH:17]=3)[CH:12]=[C:11]2[C:20]2[CH:25]=[CH:24][CH:23]=[CH:22][CH:21]=2)(=[O:9])=[O:8])[CH:6]=[CH:5][CH:4]=[CH:3][CH:2]=1. The catalyst class is: 30.